From a dataset of Catalyst prediction with 721,799 reactions and 888 catalyst types from USPTO. Predict which catalyst facilitates the given reaction. (1) Reactant: [CH2:1]([O:3][C:4]([C:6]1([CH2:15][C:16]2[CH:21]=[CH:20][CH:19]=[CH:18][CH:17]=2)[CH2:11][CH2:10][N:9]([CH2:12][CH2:13]N)[CH2:8][CH2:7]1)=[O:5])[CH3:2]. Product: [CH2:1]([O:3][C:4]([C:6]1([CH2:15][C:16]2[CH:21]=[CH:20][CH:19]=[CH:18][CH:17]=2)[CH2:11][CH2:10][N:9]([CH2:12][C:13]2[CH:10]=[CH:11][CH:6]=[CH:7][CH:8]=2)[CH2:8][CH2:7]1)=[O:5])[CH3:2]. The catalyst class is: 33. (2) Reactant: C(N(S(F)(F)[F:7])CC)C.[Cl:10][C:11]1[CH:12]=[N:13][C:14]2[C:19]([C:20]=1[CH:21](O)[CH2:22][CH2:23][C:24]1([C:41]([O:43][CH3:44])=[O:42])[CH2:29][CH2:28][N:27]([CH2:30][CH2:31][O:32][C:33]3[CH:38]=[C:37]([F:39])[CH:36]=[CH:35][C:34]=3[F:40])[CH2:26][CH2:25]1)=[CH:18][C:17]([O:46][CH3:47])=[CH:16][CH:15]=2.C(=O)([O-])O.[Na+]. Product: [Cl:10][C:11]1[CH:12]=[N:13][C:14]2[C:19]([C:20]=1[CH:21]([F:7])[CH2:22][CH2:23][C:24]1([C:41]([O:43][CH3:44])=[O:42])[CH2:25][CH2:26][N:27]([CH2:30][CH2:31][O:32][C:33]3[CH:38]=[C:37]([F:39])[CH:36]=[CH:35][C:34]=3[F:40])[CH2:28][CH2:29]1)=[CH:18][C:17]([O:46][CH3:47])=[CH:16][CH:15]=2. The catalyst class is: 4. (3) Reactant: [N:1]1[CH:6]=[CH:5][CH:4]=[CH:3][C:2]=1[C:7]1[N:11]=[C:10]([CH2:12][CH2:13][C:14]([OH:16])=O)[O:9][N:8]=1.Cl.[NH2:18][CH:19]1[CH2:24][CH2:23][N:22]([C:25]([O:27][C:28]([CH3:31])([CH3:30])[CH3:29])=[O:26])[CH2:21][CH2:20]1.C(N(CC)CC)C.O. Product: [N:1]1[CH:6]=[CH:5][CH:4]=[CH:3][C:2]=1[C:7]1[N:11]=[C:10]([CH2:12][CH2:13][C:14]([NH:18][CH:19]2[CH2:20][CH2:21][N:22]([C:25]([O:27][C:28]([CH3:31])([CH3:30])[CH3:29])=[O:26])[CH2:23][CH2:24]2)=[O:16])[O:9][N:8]=1. The catalyst class is: 614. (4) Reactant: [SH:1][C:2]1[NH:11][C:10](=[O:12])[C:9]2[C:4](=[CH:5][CH:6]=[CH:7][CH:8]=2)[N:3]=1.C(=O)([O-])[O-].[K+].[K+].Br[CH2:20][CH2:21][CH2:22][C:23]([O:25]C(C)(C)C)=[O:24]. Product: [O:12]=[C:10]1[C:9]2[C:4](=[CH:5][CH:6]=[CH:7][CH:8]=2)[N:3]=[C:2]([S:1][CH2:20][CH2:21][CH2:22][C:23]([OH:25])=[O:24])[NH:11]1. The catalyst class is: 21.